This data is from Full USPTO retrosynthesis dataset with 1.9M reactions from patents (1976-2016). The task is: Predict the reactants needed to synthesize the given product. (1) Given the product [OH:1][C:2]1[CH:19]=[C:18]2[C:5]([C@@:6]3([CH3:25])[C@H:15]([CH2:16][S:17]2(=[O:21])=[O:20])[C@:14]2([CH3:22])[C@H:9]([C:10]([CH3:23])([CH3:24])[CH2:11][CH2:12][CH2:13]2)[CH2:8][CH2:7]3)=[C:4]([C:26]([N:28]2[CH2:29][CH2:30][NH:31][CH2:32][CH2:33]2)=[O:27])[CH:3]=1, predict the reactants needed to synthesize it. The reactants are: [OH:1][C:2]1[CH:19]=[C:18]2[C:5]([C@@:6]3([CH3:25])[C@H:15]([CH2:16][S:17]2(=[O:21])=[O:20])[C@:14]2([CH3:22])[C@H:9]([C:10]([CH3:24])([CH3:23])[CH2:11][CH2:12][CH2:13]2)[CH2:8][CH2:7]3)=[C:4]([C:26]([N:28]2[CH2:33][CH2:32][N:31](C(OC(C)(C)C)=O)[CH2:30][CH2:29]2)=[O:27])[CH:3]=1.FC(F)(F)C(O)=O. (2) Given the product [CH3:1][C:2]1[C:3]([CH2:9][N:10]([C@H:16]([C:18]2[CH:23]=[CH:22][CH:21]=[CH:20][N:19]=2)[CH3:17])[CH2:11][CH2:12][CH2:13][CH2:14][NH:15][C:29](=[O:30])[C:28]2[CH:32]=[CH:33][C:25]([OH:24])=[N:26][CH:27]=2)=[N:4][CH:5]=[C:6]([CH3:8])[CH:7]=1, predict the reactants needed to synthesize it. The reactants are: [CH3:1][C:2]1[C:3]([CH2:9][N:10]([C@H:16]([C:18]2[CH:23]=[CH:22][CH:21]=[CH:20][N:19]=2)[CH3:17])[CH2:11][CH2:12][CH2:13][CH2:14][NH2:15])=[N:4][CH:5]=[C:6]([CH3:8])[CH:7]=1.[OH:24][C:25]1[CH:33]=[CH:32][C:28]([C:29](O)=[O:30])=[CH:27][N:26]=1.CCN=C=NCCCN(C)C.C1C=CC2N(O)N=NC=2C=1.CCN(C(C)C)C(C)C. (3) Given the product [Cl:12][C:7]1[CH:6]=[C:5]([CH:10]=[CH:9][C:8]=1[OH:11])[C:4]([NH:14][NH2:15])=[O:3], predict the reactants needed to synthesize it. The reactants are: C([O:3][C:4](=O)[C:5]1[CH:10]=[CH:9][C:8]([OH:11])=[C:7]([Cl:12])[CH:6]=1)C.[NH2:14][NH2:15]. (4) The reactants are: [Cl:1][C:2]1[CH:7]=[CH:6][C:5]([C:8]2[CH:13]=[CH:12][C:11]([CH:14]3[CH2:16][CH2:15]3)=[C:10]([CH:17]=[C:18]3[C:22]([CH3:24])([CH3:23])[O:21][C:20]([CH3:26])([CH3:25])[C:19]3=[O:27])[CH:9]=2)=[C:4]([F:28])[CH:3]=1.[OH-:29].[Li+]. Given the product [Cl:1][C:2]1[CH:7]=[CH:6][C:5]([C:8]2[CH:13]=[CH:12][C:11]([CH:14]3[CH2:16][CH2:15]3)=[C:10]([CH:17]3[C:18]4([C:19](=[O:27])[C:20]([CH3:26])([CH3:25])[O:21][C:22]4([CH3:23])[CH3:24])[O:29]3)[CH:9]=2)=[C:4]([F:28])[CH:3]=1, predict the reactants needed to synthesize it. (5) Given the product [Cl:100][C:88]1[CH:87]=[CH:86][C:85]([C:84]2[C:79]([C@@H:69]([NH:68][C:58](=[O:60])[CH2:57][N:55]3[C:54]4[C:61]([F:65])([F:66])[C@@H:62]5[CH2:64][C@@H:63]5[C:53]=4[C:52]([CH:51]([F:50])[F:67])=[N:56]3)[CH2:70][C:71]3[CH:72]=[C:73]([F:78])[CH:74]=[C:75]([F:77])[CH:76]=3)=[N:80][C:81]([C:103]#[C:104][C:105]([OH:108])([CH3:106])[CH3:107])=[C:82]([NH:101][CH3:102])[CH:83]=2)=[C:93]2[C:89]=1[C:90]([NH:95][S:96]([CH3:99])(=[O:98])=[O:97])=[N:91][N:92]2[CH3:94], predict the reactants needed to synthesize it. The reactants are: NC1C2C(=C(C3C([C@@H](NC(=O)CN4C5C(F)(F)CCC(F)(F)C=5C(C(F)F)=N4)CC4C=C(F)C=C(F)C=4)=NC(SC)=NC=3)C=CC=2)N(C)N=1.[F:50][CH:51]([F:67])[C:52]1[C:53]2[C@H:63]3[CH2:64][C@H:62]3[C:61]([F:66])([F:65])[C:54]=2[N:55]([CH2:57][C:58]([OH:60])=O)[N:56]=1.[NH2:68][C@H:69]([C:79]1[C:84]([C:85]2[CH:86]=[CH:87][C:88]([Cl:100])=[C:89]3[C:93]=2[N:92]([CH3:94])[N:91]=[C:90]3[NH:95][S:96]([CH3:99])(=[O:98])=[O:97])=[CH:83][C:82]([NH:101][CH3:102])=[C:81]([C:103]#[C:104][C:105]([OH:108])([CH3:107])[CH3:106])[N:80]=1)[CH2:70][C:71]1[CH:76]=[C:75]([F:77])[CH:74]=[C:73]([F:78])[CH:72]=1. (6) Given the product [CH3:17][O:18][C:19]1[CH:24]=[CH:23][C:22]([C@@H:25]([NH:27][C:13](=[O:15])[CH2:12][N:9]2[C:10](=[O:11])[C:5]3[CH:4]=[CH:3][C:2]([CH3:1])=[CH:16][C:6]=3[N:7]=[N:8]2)[CH3:26])=[CH:21][CH:20]=1, predict the reactants needed to synthesize it. The reactants are: [CH3:1][C:2]1[CH:3]=[CH:4][C:5]2[C:10](=[O:11])[N:9]([CH2:12][C:13]([OH:15])=O)[N:8]=[N:7][C:6]=2[CH:16]=1.[CH3:17][O:18][C:19]1[CH:24]=[CH:23][C:22]([C@@H:25]([NH2:27])[CH3:26])=[CH:21][CH:20]=1. (7) Given the product [CH2:7]([O:9][C:10](=[O:19])[C:11]1[CH:16]=[CH:15][C:14]([O:20][C:21]2[CH:28]=[CH:27][C:24]([C:25]#[N:26])=[CH:23][CH:22]=2)=[N:13][C:12]=1[O:4][C:1]1[CH:28]=[CH:27][C:24]([C:25]#[N:26])=[CH:23][CH:22]=1)[CH3:8], predict the reactants needed to synthesize it. The reactants are: [C:1](=[O:4])([O-])[O-].[K+].[K+].[CH2:7]([O:9][C:10](=[O:19])[C:11]1[CH:16]=[CH:15][C:14](Cl)=[N:13][C:12]=1Cl)[CH3:8].[OH:20][C:21]1[CH:28]=[CH:27][C:24]([C:25]#[N:26])=[CH:23][CH:22]=1.